The task is: Predict the product of the given reaction.. This data is from Forward reaction prediction with 1.9M reactions from USPTO patents (1976-2016). (1) Given the reactants [N:1]1([CH2:6][CH2:7][O:8][C:9]2[CH:14]=[CH:13][C:12]([NH:15][CH2:16][C:17]3[CH:22]=[CH:21][C:20]([O:23][CH:24]4[CH2:29][CH2:28][CH2:27][CH2:26][O:25]4)=[CH:19][CH:18]=3)=[CH:11][CH:10]=2)[CH2:5][CH2:4][CH2:3][CH2:2]1.C(OC(=O)[O:34][C:35]1[CH:40]=[CH:39][C:38]([S:41](Cl)(=[O:43])=[O:42])=[CH:37][CH:36]=1)C.C(N(CC)CC)C.O, predict the reaction product. The product is: [OH:34][C:35]1[CH:40]=[CH:39][C:38]([S:41]([N:15]([C:12]2[CH:11]=[CH:10][C:9]([O:8][CH2:7][CH2:6][N:1]3[CH2:2][CH2:3][CH2:4][CH2:5]3)=[CH:14][CH:13]=2)[CH2:16][C:17]2[CH:22]=[CH:21][C:20]([O:23][CH:24]3[CH2:29][CH2:28][CH2:27][CH2:26][O:25]3)=[CH:19][CH:18]=2)(=[O:43])=[O:42])=[CH:37][CH:36]=1. (2) Given the reactants [CH3:1][O:2][C:3]1[CH:11]=[CH:10][C:6]([C:7](O)=[O:8])=[C:5]([CH3:12])[CH:4]=1.C[N:14](C=O)C.C(Cl)(=O)C(Cl)=O.C([O-])([O-])=O.[K+].[K+], predict the reaction product. The product is: [CH3:1][O:2][C:3]1[CH:11]=[CH:10][C:6]([C:7]([NH2:14])=[O:8])=[C:5]([CH3:12])[CH:4]=1. (3) Given the reactants [I-].C[S+](C)(C)=O.[H-].[Na+].[CH3:9]S(C)=O.[CH2:13]([N:20]1[CH2:25][CH2:24][O:23][CH:22]([C:26]([C:28]2[CH:33]=[CH:32][CH:31]=[CH:30][CH:29]=2)=[O:27])[CH2:21]1)[C:14]1[CH:19]=[CH:18][CH:17]=[CH:16][CH:15]=1, predict the reaction product. The product is: [CH2:13]([N:20]1[CH2:25][CH2:24][O:23][CH:22]([C:26]2([C:28]3[CH:33]=[CH:32][CH:31]=[CH:30][CH:29]=3)[CH2:9][O:27]2)[CH2:21]1)[C:14]1[CH:15]=[CH:16][CH:17]=[CH:18][CH:19]=1. (4) Given the reactants [C:1]1(=[O:7])[NH:5][C:4](=[O:6])[CH2:3][CH2:2]1.C1(P(C2C=CC=CC=2)C2C=CC=CC=2)C=CC=CC=1.[CH3:27][N:28]1[C:32]([CH3:33])=[C:31]([CH2:34][N:35]2[CH2:40][CH2:39][N:38]([C:41]3[C:46]([C:47]4[CH:52]=[CH:51][C:50]([CH2:53]O)=[CH:49][CH:48]=4)=[N:45][CH:44]=[CH:43][N:42]=3)[CH2:37][CH2:36]2)[CH:30]=[N:29]1.N(C(OCC)=O)=NC(OCC)=O.C(Cl)[Cl:68], predict the reaction product. The product is: [ClH:68].[CH3:27][N:28]1[C:32]([CH3:33])=[C:31]([CH2:34][N:35]2[CH2:36][CH2:37][N:38]([C:41]3[C:46]([C:47]4[CH:48]=[CH:49][C:50]([CH2:53][N:5]5[C:4](=[O:6])[CH2:3][CH2:2][C:1]5=[O:7])=[CH:51][CH:52]=4)=[N:45][CH:44]=[CH:43][N:42]=3)[CH2:39][CH2:40]2)[CH:30]=[N:29]1. (5) Given the reactants C[Si](C)(C)[C:3]#[C:4][C:5]1[CH2:10][CH2:9][CH:8]([NH:11][C:12](=[O:18])[O:13][C:14]([CH3:17])([CH3:16])[CH3:15])[CH2:7][CH:6]=1.[F-].C([N+](CCCC)(CCCC)CCCC)CCC.C([O-])([O-])=O.[Na+].[Na+], predict the reaction product. The product is: [C:4]([C:5]1[CH2:10][CH2:9][CH:8]([NH:11][C:12](=[O:18])[O:13][C:14]([CH3:16])([CH3:15])[CH3:17])[CH2:7][CH:6]=1)#[CH:3]. (6) Given the reactants [C:1]([O-])(=[S:3])[CH3:2].[K+].I[CH2:7][CH2:8][CH2:9][CH2:10][CH2:11][CH2:12][O:13][C:14]1[CH:19]=[CH:18][C:17]([C@H:20]2[CH2:37][C@@:35]3([CH3:36])[C@@H:31]([CH2:32][CH2:33][C@@H:34]3[OH:38])[C@H:30]3[C@H:21]2[C:22]2[CH:23]=[CH:24][C:25]([OH:39])=[CH:26][C:27]=2[CH2:28][CH2:29]3)=[CH:16][CH:15]=1, predict the reaction product. The product is: [C:1]([CH2:7][CH2:8][CH2:9][CH2:10][CH2:11][CH2:12][O:13][C:14]1[CH:19]=[CH:18][C:17]([C@H:20]2[CH2:37][C@@:35]3([CH3:36])[C@@H:31]([CH2:32][CH2:33][C@@H:34]3[OH:38])[C@H:30]3[C@H:21]2[C:22]2[CH:23]=[CH:24][C:25]([OH:39])=[CH:26][C:27]=2[CH2:28][CH2:29]3)=[CH:16][CH:15]=1)(=[S:3])[CH3:2].